Dataset: Full USPTO retrosynthesis dataset with 1.9M reactions from patents (1976-2016). Task: Predict the reactants needed to synthesize the given product. (1) Given the product [CH3:1][O:2][CH2:3][CH2:4][C:5]1[CH:6]=[C:7]([CH:8]=[CH:9][CH:10]=1)[NH2:11], predict the reactants needed to synthesize it. The reactants are: [CH3:1][O:2][CH2:3][CH2:4][C:5]1[CH:10]=[CH:9][CH:8]=[C:7]([N+:11]([O-])=O)[CH:6]=1. (2) Given the product [F:38][C:27]1[C:28]([NH:30][C:31]2[CH:36]=[CH:35][CH:34]=[C:33]([OH:37])[CH:32]=2)=[N:29][C:24]([NH2:23])=[N:25][CH:26]=1, predict the reactants needed to synthesize it. The reactants are: N1C=CC(N)=NC=1N.C(OC(C1NC2C(C=1)=CC([NH:23][C:24]1[N:29]=[C:28]([NH:30][C:31]3[CH:36]=[CH:35][CH:34]=[C:33]([OH:37])[CH:32]=3)[C:27]([F:38])=[CH:26][N:25]=1)=CC=2)=O)C.[Li+].[OH-]. (3) The reactants are: [NH2:1][C:2]1[S:3][C:4]([C:10]2[C:15]([F:16])=[CH:14][C:13]([C:17]([OH:20])([CH3:19])[CH3:18])=[CH:12][C:11]=2[F:21])=[CH:5][C:6]=1[C:7]([NH2:9])=[O:8].Br[C:23]1[CH:28]=[CH:27][CH:26]=[C:25]([C:29]2[CH2:30][CH2:31][O:32][CH2:33][CH:34]=2)[N:24]=1. Given the product [F:16][C:15]1[CH:14]=[C:13]([C:17]([OH:20])([CH3:18])[CH3:19])[CH:12]=[C:11]([F:21])[C:10]=1[C:4]1[S:3][C:2]([NH:1][C:23]2[CH:28]=[CH:27][CH:26]=[C:25]([C:29]3[CH2:30][CH2:31][O:32][CH2:33][CH:34]=3)[N:24]=2)=[C:6]([C:7]([NH2:9])=[O:8])[CH:5]=1, predict the reactants needed to synthesize it. (4) Given the product [CH3:12][O:11][C:10]1[C:2]([CH3:1])=[CH:3][C:4]([C:5]([Cl:16])=[O:6])=[CH:8][C:9]=1[CH3:13], predict the reactants needed to synthesize it. The reactants are: [CH3:1][C:2]1[CH:3]=[C:4]([CH:8]=[C:9]([CH3:13])[C:10]=1[O:11][CH3:12])[C:5](O)=[O:6].O=S(Cl)[Cl:16]. (5) The reactants are: [N:1]1[N:2]([C:6]2[CH:24]=[CH:23][CH:22]=[CH:21][C:7]=2[CH2:8][N:9]2[CH2:14][CH2:13][CH2:12][C:11]3([CH2:19][CH2:18][NH:17][CH2:16][CH2:15]3)[C:10]2=[O:20])[N:3]=[CH:4][CH:5]=1.C(N(C(C)C)CC)(C)C.Cl[C:35]1[CH:44]=[N:43][C:42]2[C:37](=[CH:38][CH:39]=[CH:40][CH:41]=2)[N:36]=1. Given the product [N:1]1[N:2]([C:6]2[CH:24]=[CH:23][CH:22]=[CH:21][C:7]=2[CH2:8][N:9]2[CH2:14][CH2:13][CH2:12][C:11]3([CH2:15][CH2:16][N:17]([C:35]4[CH:44]=[N:43][C:42]5[C:37](=[CH:38][CH:39]=[CH:40][CH:41]=5)[N:36]=4)[CH2:18][CH2:19]3)[C:10]2=[O:20])[N:3]=[CH:4][CH:5]=1, predict the reactants needed to synthesize it. (6) Given the product [CH2:27]([O:20][C:7]1[CH:8]=[C:9]2[C:4](=[CH:5][CH:6]=1)[N:3]=[C:2]([NH2:1])[C:11]1[N:12]=[C:13]3[CH2:18][O:17][CH2:16][C@H:15]([CH3:19])[N:14]3[C:10]2=1)[CH3:28], predict the reactants needed to synthesize it. The reactants are: [NH2:1][C:2]1[C:11]2[N:12]=[C:13]3[CH2:18][O:17][CH2:16][C@H:15]([CH3:19])[N:14]3[C:10]=2[C:9]2[C:4](=[CH:5][CH:6]=[C:7]([OH:20])[CH:8]=2)[N:3]=1.C(=O)([O-])[O-].[Cs+].[Cs+].[CH2:27](I)[CH3:28].O. (7) The reactants are: C([O-])([O-])=O.[Ca+2].[CH3:6][C:7](=[CH:9][CH2:10][CH2:11][C@H:12]([CH2:14][CH2:15][OH:16])[CH3:13])[CH3:8]. Given the product [CH3:6][C:7](=[CH:9][CH2:10][CH2:11][CH:12]([CH2:14][CH:15]=[O:16])[CH3:13])[CH3:8].[CH3:6][C:7](=[CH:9][CH2:10][CH2:11][C@H:12]([CH2:14][CH:15]=[O:16])[CH3:13])[CH3:8], predict the reactants needed to synthesize it. (8) Given the product [CH3:1][O:2][C:3](=[O:12])[CH2:4][C:5]1[CH:10]=[CH:9][C:8]([O:11][CH2:14][CH2:15][CH2:16][CH3:17])=[CH:7][CH:6]=1, predict the reactants needed to synthesize it. The reactants are: [CH3:1][O:2][C:3](=[O:12])[CH2:4][C:5]1[CH:10]=[CH:9][C:8]([OH:11])=[CH:7][CH:6]=1.Br[CH2:14][CH2:15][CH2:16][CH3:17].C(=O)([O-])[O-].[Cs+].[Cs+].CN(C)C=O. (9) Given the product [N:1]1([C:7]2[CH:8]=[N:9][C:10]3[C:15]([CH:16]=2)=[CH:14][C:13]([S:17][C:18]2[N:22]4[N:23]=[C:24](/[C:27](=[N:31]/[OH:32])/[CH3:28])[CH:25]=[CH:26][C:21]4=[N:20][N:19]=2)=[CH:12][CH:11]=3)[CH2:6][CH2:5][O:4][CH2:3][CH2:2]1, predict the reactants needed to synthesize it. The reactants are: [N:1]1([C:7]2[CH:8]=[N:9][C:10]3[C:15]([CH:16]=2)=[CH:14][C:13]([S:17][C:18]2[N:22]4[N:23]=[C:24]([C:27](=O)[CH3:28])[CH:25]=[CH:26][C:21]4=[N:20][N:19]=2)=[CH:12][CH:11]=3)[CH2:6][CH2:5][O:4][CH2:3][CH2:2]1.Cl.[NH2:31][OH:32].